This data is from Full USPTO retrosynthesis dataset with 1.9M reactions from patents (1976-2016). The task is: Predict the reactants needed to synthesize the given product. (1) Given the product [I:21][C:12]1[CH:14]=[CH:15][C:9]([CH2:1][CH2:2][CH2:3][CH2:4][CH2:5][CH2:6][CH2:7][CH3:8])=[CH:10][CH:11]=1, predict the reactants needed to synthesize it. The reactants are: [CH2:1]([C:9]1[CH:15]=[CH:14][C:12](N)=[CH:11][CH:10]=1)[CH2:2][CH2:3][CH2:4][CH2:5][CH2:6][CH2:7][CH3:8].Cl.N([O-])=O.[Na+].[I-:21].[K+].S([O-])([O-])(=O)=S.[Na+].[Na+]. (2) Given the product [C:46]([O:33][C:32](=[O:34])[CH2:31][C@@H:16]1[N:15]=[C:14]([C:11]2[CH:12]=[CH:13][C:8]([Cl:7])=[CH:9][CH:10]=2)[C:20]2[CH:21]=[C:22]([O:25][CH3:26])[CH:23]=[CH:24][C:19]=2[N:18]2[C:27]([CH3:30])=[N:28][N:29]=[C:17]12)([CH3:48])([CH3:1])[CH3:47], predict the reactants needed to synthesize it. The reactants are: [C:1](Cl)(=O)C(Cl)=O.[Cl:7][C:8]1[CH:13]=[CH:12][C:11]([C:14]2[C:20]3[CH:21]=[C:22]([O:25][CH3:26])[CH:23]=[CH:24][C:19]=3[N:18]3[C:27]([CH3:30])=[N:28][N:29]=[C:17]3[C@H:16]([CH2:31][C:32]([OH:34])=[O:33])[N:15]=2)=[CH:10][CH:9]=1.CN(C=O)C.CCN([CH:46]([CH3:48])[CH3:47])C(C)C. (3) Given the product [S:1]1[C:5]2[CH:6]=[CH:7][CH:8]=[CH:9][C:4]=2[N:3]=[C:2]1[NH:10][C@H:11]1[CH2:14][C@H:13]([N:15]2[C:21]3=[N:22][CH:23]=[CH:24][CH:25]=[C:20]3[C@:17]([OH:19])([CH3:18])[C:16]2=[O:27])[CH2:12]1.[S:1]1[C:5]2[CH:6]=[CH:7][CH:8]=[CH:9][C:4]=2[N:3]=[C:2]1[NH:10][C@H:11]1[CH2:14][C@H:13]([N:15]2[C:21]3=[N:22][CH:23]=[CH:24][CH:25]=[C:20]3[C@@:17]([OH:19])([CH3:18])[C:16]2=[O:27])[CH2:12]1, predict the reactants needed to synthesize it. The reactants are: [S:1]1[C:5]2[CH:6]=[CH:7][CH:8]=[CH:9][C:4]=2[N:3]=[C:2]1[NH:10][C@H:11]1[CH2:14][C@H:13]([NH:15][C:16](=[O:27])[C:17]([C:20]2[C:21](Cl)=[N:22][CH:23]=[CH:24][CH:25]=2)([OH:19])[CH3:18])[CH2:12]1.CC(C)([O-])C.[Na+]. (4) The reactants are: [C:1]([C:4]1[CH:5]=[CH:6][C:7]([CH3:24])=[C:8]([NH:10][C:11]2[O:12][C:13]([C:16]3[CH:23]=[CH:22][C:19]([C:20]#[N:21])=[CH:18][CH:17]=3)=[CH:14][N:15]=2)[CH:9]=1)(=[O:3])[CH3:2].[CH:25](=O)[C:26]1[CH:31]=[CH:30][CH:29]=[CH:28][CH:27]=1.[OH-].[Na+]. Given the product [CH3:24][C:7]1[CH:6]=[CH:5][C:4]([C:1](=[O:3])[CH2:2][CH2:25][C:26]2[CH:31]=[CH:30][CH:29]=[CH:28][CH:27]=2)=[CH:9][C:8]=1[NH:10][C:11]1[O:12][C:13]([C:16]2[CH:23]=[CH:22][C:19]([C:20]#[N:21])=[CH:18][CH:17]=2)=[CH:14][N:15]=1, predict the reactants needed to synthesize it. (5) The reactants are: [C:1]([O:5][C:6]([N:8]1[CH2:11][CH:10]([C:12]2[CH:13]=[N:14][C:15]([N:18]=C(C3C=CC=CC=3)C3C=CC=CC=3)=[CH:16][CH:17]=2)[CH2:9]1)=[O:7])([CH3:4])([CH3:3])[CH3:2].C(O)(=O)CC(CC(O)=O)(C(O)=O)O. Given the product [C:1]([O:5][C:6]([N:8]1[CH2:9][CH:10]([C:12]2[CH:13]=[N:14][C:15]([NH2:18])=[CH:16][CH:17]=2)[CH2:11]1)=[O:7])([CH3:4])([CH3:2])[CH3:3], predict the reactants needed to synthesize it.